From a dataset of Ames mutagenicity test results for genotoxicity prediction. Regression/Classification. Given a drug SMILES string, predict its toxicity properties. Task type varies by dataset: regression for continuous values (e.g., LD50, hERG inhibition percentage) or binary classification for toxic/non-toxic outcomes (e.g., AMES mutagenicity, cardiotoxicity, hepatotoxicity). Dataset: ames. (1) The molecule is C=C(C)[C@@H]1CC=C(C)CC1. The result is 0 (non-mutagenic). (2) The drug is COc1ccc(/C=N/n2nnc3c4ccccc4nc-3c2O)cc1. The result is 1 (mutagenic).